Task: Predict the reactants needed to synthesize the given product.. Dataset: Full USPTO retrosynthesis dataset with 1.9M reactions from patents (1976-2016) (1) The reactants are: [N:1]12[CH2:8][CH2:7][CH:4]([CH2:5][CH2:6]1)[CH:3]([NH:9][C:10]([C:12]1[O:13][C:14]([C:17]3[CH:22]=[CH:21][C:20]([N+:23]([O-])=O)=[CH:19][CH:18]=3)=[CH:15][CH:16]=1)=[O:11])[CH2:2]2. Given the product [N:1]12[CH2:6][CH2:5][CH:4]([CH2:7][CH2:8]1)[CH:3]([NH:9][C:10]([C:12]1[O:13][C:14]([C:17]3[CH:18]=[CH:19][C:20]([NH2:23])=[CH:21][CH:22]=3)=[CH:15][CH:16]=1)=[O:11])[CH2:2]2, predict the reactants needed to synthesize it. (2) Given the product [CH3:23][N:22]1[C:21]([C:2]2[CH:7]=[CH:6][C:5]([S:8]([N:11]3[CH:15]=[CH:14][CH:13]=[CH:12]3)(=[O:10])=[O:9])=[CH:4][CH:3]=2)=[CH:20][CH:19]=[C:18]1[C:16]#[N:17], predict the reactants needed to synthesize it. The reactants are: Br[C:2]1[CH:7]=[CH:6][C:5]([S:8]([N:11]2[CH:15]=[CH:14][CH:13]=[CH:12]2)(=[O:10])=[O:9])=[CH:4][CH:3]=1.[C:16]([C:18]1[N:22]([CH3:23])[C:21](B(O)O)=[CH:20][CH:19]=1)#[N:17].[F-].[K+].